This data is from Full USPTO retrosynthesis dataset with 1.9M reactions from patents (1976-2016). The task is: Predict the reactants needed to synthesize the given product. (1) Given the product [C:1]1([C:7]2[C:12]([C:13]([OH:15])=[O:14])=[CH:11][N:10]=[C:9]([NH:18][CH2:19][C:20]3[S:21][CH:22]=[CH:23][CH:24]=3)[N:8]=2)[CH:2]=[CH:3][CH:4]=[CH:5][CH:6]=1, predict the reactants needed to synthesize it. The reactants are: [C:1]1([C:7]2[C:12]([C:13]([O:15]CC)=[O:14])=[CH:11][N:10]=[C:9]([NH:18][CH2:19][C:20]3[S:21][CH:22]=[CH:23][CH:24]=3)[N:8]=2)[CH:6]=[CH:5][CH:4]=[CH:3][CH:2]=1.[OH-].[K+]. (2) Given the product [CH2:2]([C:34]1[CH:35]=[C:36]([CH3:37])[N:31]([C:28]2[N:29]=[CH:30][C:25]([O:24][CH2:22][CH3:23])=[CH:26][N:27]=2)[C:32](=[O:54])[C:33]=1[CH2:39][C:40]1[CH:41]=[CH:42][C:43]([C:46]2[C:47]([C:52]#[N:53])=[CH:48][CH:49]=[CH:50][CH:51]=2)=[CH:44][CH:45]=1)[CH2:3][CH2:4][CH3:5], predict the reactants needed to synthesize it. The reactants are: N1C=[CH:5][CH:4]=[CH:3][CH:2]=1.FC(F)(F)S(OS(C(F)(F)F)(=O)=O)(=O)=O.[CH2:22]([O:24][C:25]1[CH:26]=[N:27][C:28]([N:31]2[C:36]([CH3:37])=[CH:35][C:34](O)=[C:33]([CH2:39][C:40]3[CH:45]=[CH:44][C:43]([C:46]4[C:47]([C:52]#[N:53])=[CH:48][CH:49]=[CH:50][CH:51]=4)=[CH:42][CH:41]=3)[C:32]2=[O:54])=[N:29][CH:30]=1)[CH3:23].[Br-].C([Zn+])CCC. (3) The reactants are: C([O:8][C:9]1[CH:10]=[C:11]([CH:20]([OH:26])[CH:21](OCC)O)[C:12]2[O:17][CH2:16][C:15](=[O:18])[NH:14][C:13]=2[CH:19]=1)C1C=CC=CC=1.[NH2:27][C:28]([CH3:43])([CH3:42])[CH2:29][CH2:30][N:31]1[C:35]2[CH:36]=[C:37]([CH3:40])[CH:38]=[CH:39][C:34]=2[NH:33][C:32]1=[O:41].FC(F)(F)C([O-])=O. Given the product [CH3:43][C:28]([NH:27][CH2:21][CH:20]([C:11]1[C:12]2[O:17][CH2:16][C:15](=[O:18])[NH:14][C:13]=2[CH:19]=[C:9]([OH:8])[CH:10]=1)[OH:26])([CH3:42])[CH2:29][CH2:30][N:31]1[C:35]2[CH:36]=[C:37]([CH3:40])[CH:38]=[CH:39][C:34]=2[NH:33][C:32]1=[O:41], predict the reactants needed to synthesize it. (4) The reactants are: [CH2:1]([O:3][C:4](/[CH:6]=[CH:7]/[C:8]1[CH:9]=[C:10](/[CH:14]=[CH:15]/[C:16]([O:18]C(C)(C)C)=[O:17])[CH:11]=[CH:12][CH:13]=1)=[O:5])[CH3:2].C(O)(C(F)(F)F)=O. Given the product [CH2:1]([O:3][C:4](/[CH:6]=[CH:7]/[C:8]1[CH:9]=[C:10](/[CH:14]=[CH:15]/[C:16]([OH:18])=[O:17])[CH:11]=[CH:12][CH:13]=1)=[O:5])[CH3:2], predict the reactants needed to synthesize it.